Dataset: Catalyst prediction with 721,799 reactions and 888 catalyst types from USPTO. Task: Predict which catalyst facilitates the given reaction. (1) Reactant: [C:1]([O:5][CH:6]([C:11]1[N:16]([CH3:17])[C:15](=[O:18])[C:14]2[NH:19][CH:20]=[CH:21][C:13]=2[C:12]=1[C:22]1[CH:27]=[CH:26][C:25]([CH3:28])=[CH:24][CH:23]=1)[C:7]([O:9][CH3:10])=[O:8])([CH3:4])([CH3:3])[CH3:2].C([O-])([O-])=O.[K+].[K+].CCN(C(C)C)C(C)C.[Cl:44][C:45]1[CH:52]=[CH:51][C:48]([CH2:49]Br)=[CH:47][C:46]=1[F:53]. Product: [C:1]([O:5][CH:6]([C:11]1[N:16]([CH3:17])[C:15](=[O:18])[C:14]2[N:19]([CH2:49][C:48]3[CH:51]=[CH:52][C:45]([Cl:44])=[C:46]([F:53])[CH:47]=3)[CH:20]=[CH:21][C:13]=2[C:12]=1[C:22]1[CH:27]=[CH:26][C:25]([CH3:28])=[CH:24][CH:23]=1)[C:7]([O:9][CH3:10])=[O:8])([CH3:4])([CH3:3])[CH3:2]. The catalyst class is: 35. (2) Reactant: [H-].[H-].[H-].[H-].[Li+].[Al+3].[CH2:7]([N:14]1[CH2:19][CH2:18][C:17]([NH:26][C:27](=O)OC)([C:20]2[CH:21]=[N:22][CH:23]=[CH:24][CH:25]=2)[CH2:16][CH2:15]1)[C:8]1[CH:13]=[CH:12][CH:11]=[CH:10][CH:9]=1. Product: [CH2:7]([N:14]1[CH2:15][CH2:16][C:17]([C:20]2[CH:21]=[N:22][CH:23]=[CH:24][CH:25]=2)([NH:26][CH3:27])[CH2:18][CH2:19]1)[C:8]1[CH:13]=[CH:12][CH:11]=[CH:10][CH:9]=1. The catalyst class is: 1. (3) The catalyst class is: 7. Product: [C:1]([O:5][C:6](=[O:11])[NH:7][CH2:8][CH2:9][NH:10][CH3:12])([CH3:4])([CH3:2])[CH3:3]. Reactant: [C:1]([O:5][C:6](=[O:11])[NH:7][CH2:8][CH2:9][NH2:10])([CH3:4])([CH3:3])[CH3:2].[CH2:12](N(CC)CC)C.CI.